From a dataset of Forward reaction prediction with 1.9M reactions from USPTO patents (1976-2016). Predict the product of the given reaction. Given the reactants [NH2:1][C:2]1[CH:9]=[CH:8][C:5]([CH2:6][NH2:7])=[CH:4][CH:3]=1.[C:10](O[C:10]([O:12][C:13]([CH3:16])([CH3:15])[CH3:14])=[O:11])([O:12][C:13]([CH3:16])([CH3:15])[CH3:14])=[O:11], predict the reaction product. The product is: [NH2:1][C:2]1[CH:9]=[CH:8][C:5]([CH2:6][NH:7][C:10](=[O:11])[O:12][C:13]([CH3:16])([CH3:15])[CH3:14])=[CH:4][CH:3]=1.